Dataset: Reaction yield outcomes from USPTO patents with 853,638 reactions. Task: Predict the reaction yield, written as a fraction of the theoretical maximum amount of product (1.0 means a 100% yield; for example, 0.34 means a 34% yield). (1) The reactants are [C:1]([C:3]1[CH:8]=[CH:7][CH:6]=[CH:5][C:4]=1[C:9]1[CH:14]=[CH:13][C:12]([CH2:15][CH:16]([C:22](=O)[CH2:23][CH2:24][CH3:25])[C:17](OCC)=[O:18])=[CH:11][CH:10]=1)#[N:2].[CH3:27][C:28]1[CH:29]=[N:30][NH:31][C:32]=1[NH:33][CH:34]1[CH2:39][CH2:38][O:37][CH2:36][CH2:35]1.N12CCCN=C1CCCCC2.C(N(CC)C1C=CC=CC=1)C. The catalyst is C(OCC)(=O)C. The product is [CH3:27][C:28]1[CH:29]=[N:30][N:31]2[C:22]([CH2:23][CH2:24][CH3:25])=[C:16]([CH2:15][C:12]3[CH:13]=[CH:14][C:9]([C:4]4[C:3]([C:1]#[N:2])=[CH:8][CH:7]=[CH:6][CH:5]=4)=[CH:10][CH:11]=3)[C:17](=[O:18])[N:33]([CH:34]3[CH2:39][CH2:38][O:37][CH2:36][CH2:35]3)[C:32]=12. The yield is 0.610. (2) The reactants are [CH3:1][Mg+].[Br-].CON(C)[C:7]([C:9]1[C:14](=[O:15])[C:13]([O:16][CH3:17])=[CH:12][N:11]([C:18]2[CH:23]=[CH:22][CH:21]=[C:20]([C:24]([F:27])([F:26])[F:25])[CH:19]=2)[N:10]=1)=[O:8]. The catalyst is C1COCC1. The product is [C:7]([C:9]1[C:14](=[O:15])[C:13]([O:16][CH3:17])=[CH:12][N:11]([C:18]2[CH:23]=[CH:22][CH:21]=[C:20]([C:24]([F:27])([F:26])[F:25])[CH:19]=2)[N:10]=1)(=[O:8])[CH3:1]. The yield is 0.790.